From a dataset of Merck oncology drug combination screen with 23,052 pairs across 39 cell lines. Regression. Given two drug SMILES strings and cell line genomic features, predict the synergy score measuring deviation from expected non-interaction effect. Drug 1: O=S1(=O)NC2(CN1CC(F)(F)F)C1CCC2Cc2cc(C=CCN3CCC(C(F)(F)F)CC3)ccc2C1. Drug 2: O=C(O)C1(Cc2cccc(Nc3nccs3)n2)CCC(Oc2cccc(Cl)c2F)CC1. Cell line: A427. Synergy scores: synergy=0.878.